The task is: Predict the product of the given reaction.. This data is from Forward reaction prediction with 1.9M reactions from USPTO patents (1976-2016). (1) The product is: [C:31]([O:35][C:36]([NH:38][CH2:39][CH2:40][CH2:41][N:2]([C@H:3]1[CH2:4][CH2:5][C@H:6]([C:9]([NH:11][C:12]2[C:16]3[CH:17]=[CH:18][CH:19]=[CH:20][C:15]=3[O:14][C:13]=2[C:21]([NH:23][C:24]2[CH:29]=[CH:28][C:27]([Cl:30])=[CH:26][N:25]=2)=[O:22])=[O:10])[CH2:7][CH2:8]1)[CH3:1])=[O:37])([CH3:32])([CH3:33])[CH3:34]. Given the reactants [CH3:1][NH:2][C@H:3]1[CH2:8][CH2:7][C@H:6]([C:9]([NH:11][C:12]2[C:16]3[CH:17]=[CH:18][CH:19]=[CH:20][C:15]=3[O:14][C:13]=2[C:21]([NH:23][C:24]2[CH:29]=[CH:28][C:27]([Cl:30])=[CH:26][N:25]=2)=[O:22])=[O:10])[CH2:5][CH2:4]1.[C:31]([O:35][C:36]([NH:38][CH2:39][CH2:40][CH:41]=O)=[O:37])([CH3:34])([CH3:33])[CH3:32].C(O[BH-](OC(=O)C)OC(=O)C)(=O)C.[Na+].C(=O)([O-])O.[Na+], predict the reaction product. (2) The product is: [Br:1][C:2]1[CH:10]=[CH:9][CH:8]=[CH:7][C:3]=1[CH2:4][CH2:5][Cl:18]. Given the reactants [Br:1][C:2]1[CH:10]=[CH:9][CH:8]=[CH:7][C:3]=1[CH2:4][CH2:5]O.CN(C)C=O.S(Cl)([Cl:18])=O, predict the reaction product. (3) Given the reactants CS(C)=O.C(Cl)(=O)C(Cl)=O.[N:11]1([CH2:16][CH2:17][CH2:18][O:19][C:20]2[CH:25]=[CH:24][C:23]([C:26]3([C:32]4[NH:33][CH2:34][CH2:35][N:36]=4)[CH2:31][CH2:30][O:29][CH2:28][CH2:27]3)=[CH:22][CH:21]=2)[CH2:15][CH2:14][CH2:13][CH2:12]1.C(N(CC)CC)C, predict the reaction product. The product is: [N:11]1([CH2:16][CH2:17][CH2:18][O:19][C:20]2[CH:21]=[CH:22][C:23]([C:26]3([C:32]4[NH:36][CH:35]=[CH:34][N:33]=4)[CH2:31][CH2:30][O:29][CH2:28][CH2:27]3)=[CH:24][CH:25]=2)[CH2:12][CH2:13][CH2:14][CH2:15]1. (4) Given the reactants [C:1]([C:3]1[CH:29]=[CH:28][C:6]([CH2:7][NH:8][CH2:9][C@@H:10]([OH:27])[C@@H:11]([NH:19][C:20](=[O:26])[O:21][C:22]([CH3:25])([CH3:24])[CH3:23])[CH2:12][CH:13]2[CH2:18][CH2:17][CH2:16][CH2:15][CH2:14]2)=[CH:5][CH:4]=1)#[N:2].[C:30](ON1C(=O)CCC1=O)([O:32][CH2:33][CH2:34][Si:35]([CH3:38])([CH3:37])[CH3:36])=[O:31].CCN(CC)CC, predict the reaction product. The product is: [C:1]([C:3]1[CH:4]=[CH:5][C:6]([CH2:7][N:8]([CH2:9][C@@H:10]([OH:27])[C@@H:11]([NH:19][C:20](=[O:26])[O:21][C:22]([CH3:25])([CH3:23])[CH3:24])[CH2:12][CH:13]2[CH2:18][CH2:17][CH2:16][CH2:15][CH2:14]2)[C:30]([O:32][CH2:33][CH2:34][Si:35]([CH3:38])([CH3:37])[CH3:36])=[O:31])=[CH:28][CH:29]=1)#[N:2]. (5) Given the reactants Cl[C:2]([O:4][C:5]1[CH:10]=[CH:9][CH:8]=[CH:7][CH:6]=1)=[O:3].[CH3:11][C:12]1[N:13]=[C:14]([NH2:18])[S:15][C:16]=1[CH3:17].N1C=CC=CC=1.O, predict the reaction product. The product is: [CH3:11][C:12]1[N:13]=[C:14]([NH:18][C:2](=[O:3])[O:4][C:5]2[CH:10]=[CH:9][CH:8]=[CH:7][CH:6]=2)[S:15][C:16]=1[CH3:17].